This data is from NCI-60 drug combinations with 297,098 pairs across 59 cell lines. The task is: Regression. Given two drug SMILES strings and cell line genomic features, predict the synergy score measuring deviation from expected non-interaction effect. Drug 1: C1=NC2=C(N=C(N=C2N1C3C(C(C(O3)CO)O)F)Cl)N. Drug 2: COC1=C2C(=CC3=C1OC=C3)C=CC(=O)O2. Cell line: CCRF-CEM. Synergy scores: CSS=71.4, Synergy_ZIP=-0.769, Synergy_Bliss=1.08, Synergy_Loewe=-52.1, Synergy_HSA=0.235.